This data is from Forward reaction prediction with 1.9M reactions from USPTO patents (1976-2016). The task is: Predict the product of the given reaction. (1) Given the reactants C[O:2][C:3](=[O:29])[C:4]1[CH:9]=[CH:8][C:7]([Cl:10])=[C:6]([NH:11][C:12]([CH:14]2[CH2:23][C:22]3[C:17](=[CH:18][C:19]([O:26][CH3:27])=[C:20]([O:24][CH3:25])[CH:21]=3)[NH:16][C:15]2=[O:28])=[O:13])[CH:5]=1.O.CO.[OH-].[Li+], predict the reaction product. The product is: [Cl:10][C:7]1[CH:8]=[CH:9][C:4]([C:3]([OH:29])=[O:2])=[CH:5][C:6]=1[NH:11][C:12]([CH:14]1[CH2:23][C:22]2[C:17](=[CH:18][C:19]([O:26][CH3:27])=[C:20]([O:24][CH3:25])[CH:21]=2)[NH:16][C:15]1=[O:28])=[O:13]. (2) Given the reactants Cl[C:2]1[CH:7]=[C:6]([CH2:8][NH:9][C:10]2[N:11]=[CH:12][S:13][C:14]=2[C:15]([NH:17][C:18]2[CH:28]=[CH:27][C:21]3[O:22][C:23]([F:26])([F:25])[O:24][C:20]=3[CH:19]=2)=[O:16])[CH:5]=[CH:4][N:3]=1.Cl.[CH3:30][NH2:31], predict the reaction product. The product is: [F:25][C:23]1([F:26])[O:22][C:21]2[CH:27]=[CH:28][C:18]([NH:17][C:15]([C:14]3[S:13][CH:12]=[N:11][C:10]=3[NH:9][CH2:8][C:6]3[CH:5]=[CH:4][N:3]=[C:2]([NH:31][CH3:30])[CH:7]=3)=[O:16])=[CH:19][C:20]=2[O:24]1.